This data is from Catalyst prediction with 721,799 reactions and 888 catalyst types from USPTO. The task is: Predict which catalyst facilitates the given reaction. (1) Reactant: [N:1]1[N:2]([C:6]2[CH:7]=[C:8]([NH:12][C:13]3[C:18]([C:19](=[O:21])[NH2:20])=[CH:17][N:16]=[C:15]([NH:22][C@@H:23]4[CH2:28][CH2:27][CH2:26][CH2:25][C@@H:24]4[NH:29]C(=O)[O:31][C:32]([CH3:35])(C)C)[N:14]=3)[CH:9]=[CH:10][CH:11]=2)[N:3]=[CH:4][CH:5]=1.Cl.[OH-:38].[Na+]. Product: [C:32]([OH:38])(=[O:31])[CH3:35].[N:1]1[N:2]([C:6]2[CH:7]=[C:8]([NH:12][C:13]3[C:18]([C:19]([NH2:20])=[O:21])=[CH:17][N:16]=[C:15]([NH:22][C@@H:23]4[CH2:28][CH2:27][CH2:26][CH2:25][C@@H:24]4[NH2:29])[N:14]=3)[CH:9]=[CH:10][CH:11]=2)[N:3]=[CH:4][CH:5]=1. The catalyst class is: 15. (2) Reactant: [F:1][C:2]1[CH:7]=[CH:6][C:5]([C:8]2([CH2:21][O:22][CH2:23][C:24]3[CH:25]=[C:26]([C:33]([F:36])([F:35])[F:34])[CH:27]=[C:28]4[C:32]=3[NH:31][N:30]=[CH:29]4)[CH2:13][CH2:12][N:11](C(OC(C)(C)C)=O)[CH2:10][CH2:9]2)=[CH:4][CH:3]=1. Product: [F:1][C:2]1[CH:7]=[CH:6][C:5]([C:8]2([CH2:21][O:22][CH2:23][C:24]3[CH:25]=[C:26]([C:33]([F:34])([F:35])[F:36])[CH:27]=[C:28]4[C:32]=3[NH:31][N:30]=[CH:29]4)[CH2:13][CH2:12][NH:11][CH2:10][CH2:9]2)=[CH:4][CH:3]=1. The catalyst class is: 55. (3) Reactant: [CH2:1]([NH:8][C@@H:9]([CH:14]([CH3:16])[CH3:15])[C:10]([O:12]C)=[O:11])[CH2:2][CH2:3][CH2:4][CH2:5][CH:6]=[CH2:7].O1CCOCC1.[Li+].[OH-].[ClH:25]. Product: [Cl-:25].[C:10]([C@@H:9]([NH2+:8][CH2:1][CH2:2][CH2:3][CH2:4][CH2:5][CH:6]=[CH2:7])[CH:14]([CH3:16])[CH3:15])([OH:12])=[O:11]. The catalyst class is: 6. (4) Reactant: [Cl:1][C:2]1[CH:7]=[CH:6][C:5]([C:8]2[S:9][CH:10]=[C:11]([CH2:13][OH:14])[N:12]=2)=[CH:4][CH:3]=1.C1C(=O)N([Br:22])C(=O)C1.O. Product: [Br:22][C:10]1[S:9][C:8]([C:5]2[CH:4]=[CH:3][C:2]([Cl:1])=[CH:7][CH:6]=2)=[N:12][C:11]=1[CH2:13][OH:14]. The catalyst class is: 3. (5) Reactant: Br[CH2:2][C:3]([O:5][CH2:6][CH3:7])=[O:4].[CH3:8][NH:9][CH2:10][CH2:11][NH:12][C:13](=[O:19])[O:14][C:15]([CH3:18])([CH3:17])[CH3:16].C(N(CC)CC)C. Product: [C:15]([O:14][C:13]([NH:12][CH2:11][CH2:10][N:9]([CH3:8])[CH2:2][C:3]([O:5][CH2:6][CH3:7])=[O:4])=[O:19])([CH3:18])([CH3:17])[CH3:16]. The catalyst class is: 1.